Dataset: Full USPTO retrosynthesis dataset with 1.9M reactions from patents (1976-2016). Task: Predict the reactants needed to synthesize the given product. (1) Given the product [OH:13][C:10]1([C:14]#[C:15][C:16]2[CH:17]=[CH:18][C:19]3[O:28][CH2:27][CH2:26][N:25]4[CH:24]=[C:23]([C:29]([NH2:30])=[O:31])[N:22]=[C:21]4[C:20]=3[CH:32]=2)[CH2:11][CH2:12][NH:8][CH2:9]1, predict the reactants needed to synthesize it. The reactants are: C(OC([N:8]1[CH2:12][CH2:11][C:10]([C:14]#[C:15][C:16]2[CH:17]=[CH:18][C:19]3[O:28][CH2:27][CH2:26][N:25]4[C:21](=[N:22][C:23]([C:29](=[O:31])[NH2:30])=[CH:24]4)[C:20]=3[CH:32]=2)([OH:13])[CH2:9]1)=O)(C)(C)C.Cl.CC(=O)OCC. (2) Given the product [CH:14]([N:9]([CH:10]([CH3:11])[CH3:2])[CH2:12][CH3:13])([CH3:16])[CH3:15], predict the reactants needed to synthesize it. The reactants are: N1C=CC=N[CH:2]=1.C([N:9]([CH2:12][CH3:13])[CH2:10][CH3:11])C.[CH:14](O)([CH3:16])[CH3:15]. (3) The reactants are: Cl.Cl.[NH2:3][C@H:4]1[CH2:9][CH2:8][C@H:7]([C:10]([NH:12][C:13]2[C:17]3[CH:18]=[CH:19][CH:20]=[CH:21][C:16]=3[O:15][C:14]=2[C:22]([NH:24][C:25]2[CH:30]=[CH:29][C:28]([Cl:31])=[CH:27][N:26]=2)=[O:23])=[O:11])[CH2:6][CH2:5]1.CO[CH:34]1[CH2:38][CH2:37][CH:36](OC)O1.C([O-])(=O)C.[Na+]. Given the product [N:3]1([C@H:4]2[CH2:9][CH2:8][C@H:7]([C:10]([NH:12][C:13]3[C:17]4[CH:18]=[CH:19][CH:20]=[CH:21][C:16]=4[O:15][C:14]=3[C:22]([NH:24][C:25]3[CH:30]=[CH:29][C:28]([Cl:31])=[CH:27][N:26]=3)=[O:23])=[O:11])[CH2:6][CH2:5]2)[CH:34]=[CH:38][CH:37]=[CH:36]1, predict the reactants needed to synthesize it. (4) Given the product [C:15]12([C:13](=[O:14])[CH2:12][O:1][C:2]3[CH:3]=[N:4][CH:5]=[CH:6][CH:7]=3)[CH2:22][CH:21]3[CH2:20][CH:19]([CH2:18][CH:17]([CH2:23]3)[CH2:16]1)[CH2:24]2, predict the reactants needed to synthesize it. The reactants are: [OH:1][C:2]1[CH:3]=[N:4][CH:5]=[CH:6][CH:7]=1.CO[Na].Br[CH2:12][C:13]([C:15]12[CH2:24][CH:19]3[CH2:20][CH:21]([CH2:23][CH:17]([CH2:18]3)[CH2:16]1)[CH2:22]2)=[O:14]. (5) Given the product [Cl:39][C:37]1[CH:36]=[C:24]([CH:23]=[C:22]([C:21]2[N:20]=[C:10]([C:8]3[CH:7]=[CH:6][C:5]([C:13]4[CH:18]=[CH:17][CH:16]=[CH:15][C:14]=4[CH3:19])=[C:4]([CH2:3][O:2][CH3:1])[CH:9]=3)[O:12][N:40]=2)[CH:38]=1)[CH2:25][N:26]([CH3:35])[CH2:27][C:28]([O:30][C:31]([CH3:33])([CH3:34])[CH3:32])=[O:29].[ClH:39].[Cl:39][C:37]1[CH:36]=[C:24]([CH:23]=[C:22]([C:21]2[N:20]=[C:10]([C:8]3[CH:7]=[CH:6][C:5]([C:13]4[CH:18]=[CH:17][CH:16]=[CH:15][C:14]=4[CH3:19])=[C:4]([CH2:3][O:2][CH3:1])[CH:9]=3)[O:41][N:40]=2)[CH:38]=1)[CH2:25][N:26]([CH3:35])[CH2:27][C:28]([OH:30])=[O:29], predict the reactants needed to synthesize it. The reactants are: [CH3:1][O:2][CH2:3][C:4]1[CH:9]=[C:8]([C:10]([OH:12])=O)[CH:7]=[CH:6][C:5]=1[C:13]1[CH:18]=[CH:17][CH:16]=[CH:15][C:14]=1[CH3:19].[NH2:20][C:21](=[N:40][OH:41])[C:22]1[CH:23]=[C:24]([CH:36]=[C:37]([Cl:39])[CH:38]=1)[CH2:25][N:26]([CH3:35])[CH2:27][C:28]([O:30][C:31]([CH3:34])([CH3:33])[CH3:32])=[O:29]. (6) Given the product [Cl:5][C:6]1[CH:11]=[C:10]([Cl:12])[CH:9]=[CH:8][C:7]=1[CH2:13][O:14][C@@H:15]1[C@@H:21]([CH2:22][O:23][CH2:24][C:25]2[CH:30]=[CH:29][C:28]([Cl:31])=[CH:27][C:26]=2[Cl:32])[O:20][C@H:17]([O:18][CH3:19])[C@:16]1([CH2:2][CH3:1])[OH:33], predict the reactants needed to synthesize it. The reactants are: [CH3:1][CH2:2][Mg+].[Br-].[Cl:5][C:6]1[CH:11]=[C:10]([Cl:12])[CH:9]=[CH:8][C:7]=1[CH2:13][O:14][C@@H:15]1[C@@H:21]([CH2:22][O:23][CH2:24][C:25]2[CH:30]=[CH:29][C:28]([Cl:31])=[CH:27][C:26]=2[Cl:32])[O:20][C@H:17]([O:18][CH3:19])[C:16]1=[O:33].O. (7) Given the product [ClH:34].[Br:1][C:2]1[CH:7]=[CH:6][C:5]([NH:8][C:9]2[C:10]([C:20]([NH:22][O:23][CH2:24][CH2:25][O:26][C:27](=[O:33])[CH:28]([NH2:32])[CH:29]([CH3:31])[CH3:30])=[O:21])=[CH:11][C:12]3[N:16]([CH3:17])[CH:15]=[N:14][C:13]=3[C:18]=2[F:19])=[C:4]([Cl:34])[CH:3]=1, predict the reactants needed to synthesize it. The reactants are: [Br:1][C:2]1[CH:7]=[CH:6][C:5]([NH:8][C:9]2[C:10]([C:20]([NH:22][O:23][CH2:24][CH2:25][O:26][C:27](=[O:33])[CH:28]([NH2:32])[CH:29]([CH3:31])[CH3:30])=[O:21])=[CH:11][C:12]3[N:16]([CH3:17])[CH:15]=[N:14][C:13]=3[C:18]=2[F:19])=[C:4]([Cl:34])[CH:3]=1.Cl. (8) Given the product [Cl:19][C:9]1[C:10]2[C:5](=[C:4]([N+:1]([O-:3])=[O:2])[CH:13]=[CH:12][CH:11]=2)[C:6]([CH:15]=[CH2:16])=[CH:7][N:8]=1, predict the reactants needed to synthesize it. The reactants are: [N+:1]([C:4]1[CH:13]=[CH:12][CH:11]=[C:10]2[C:5]=1[C:6]([CH:15]=[CH2:16])=[CH:7][N+:8]([O-])=[CH:9]2)([O-:3])=[O:2].P(Cl)(Cl)([Cl:19])=O.[OH-].[Na+].